From a dataset of Catalyst prediction with 721,799 reactions and 888 catalyst types from USPTO. Predict which catalyst facilitates the given reaction. (1) Reactant: Cl[C:2]1[N:7]=[C:6]([NH:8][C:9]2[CH:10]=[C:11]([CH:17]=[CH:18][C:19]=2[CH3:20])[C:12]([NH:14][O:15][CH3:16])=[O:13])[C:5]([F:21])=[CH:4][C:3]=1[C:22]#[N:23].[CH3:24][NH:25][CH2:26][C:27]([CH3:30])([CH3:29])[CH3:28].C(N(C(C)C)CC)(C)C.[F-].[K+]. The catalyst class is: 16. Product: [C:22]([C:3]1[CH:4]=[C:5]([F:21])[C:6]([NH:8][C:9]2[CH:10]=[C:11]([CH:17]=[CH:18][C:19]=2[CH3:20])[C:12]([NH:14][O:15][CH3:16])=[O:13])=[N:7][C:2]=1[N:25]([CH2:26][C:27]([CH3:30])([CH3:29])[CH3:28])[CH3:24])#[N:23]. (2) Reactant: [CH2:1]([O:3][C:4]1[N:9]=[C:8]([CH2:10]O)[CH:7]=[CH:6][CH:5]=1)[CH3:2].S(Cl)([Cl:14])=O. Product: [ClH:14].[Cl:14][CH2:10][C:8]1[CH:7]=[CH:6][CH:5]=[C:4]([O:3][CH2:1][CH3:2])[N:9]=1. The catalyst class is: 11.